Dataset: Forward reaction prediction with 1.9M reactions from USPTO patents (1976-2016). Task: Predict the product of the given reaction. (1) Given the reactants [S:1]1[C:5]2[CH:6]=[C:7]([NH:10][C:11]3[CH:21]=[C:20]([NH:22][CH:23]([CH3:25])[CH3:24])[C:14](C(OCC)=O)=[CH:13][N:12]=3)[CH:8]=[CH:9][C:4]=2[N:3]=[CH:2]1.CO.[C:28](O)([C:30](F)(F)F)=[O:29].[C:35](#[N:37])C, predict the reaction product. The product is: [S:1]1[C:5]2[CH:6]=[C:7]([NH:10][C:11]3[CH:21]=[C:20]([NH:22][CH:23]([CH3:25])[CH3:24])[C:14]([C:28]4[O:29][CH:35]=[N:37][CH:30]=4)=[CH:13][N:12]=3)[CH:8]=[CH:9][C:4]=2[N:3]=[CH:2]1. (2) Given the reactants [F:1][C:2]([F:12])([F:11])[C:3]1[CH:10]=[CH:9][CH:8]=[CH:7][C:4]=1[CH:5]=O.Cl.[CH2:14]([O:16][C:17](=[O:20])[CH2:18][NH2:19])[CH3:15].CCN(C(C)C)C(C)C.C(O[BH-](OC(=O)C)OC(=O)C)(=O)C.[Na+], predict the reaction product. The product is: [CH2:14]([O:16][C:17](=[O:20])[CH2:18][NH:19][CH2:5][C:4]1[CH:7]=[CH:8][CH:9]=[CH:10][C:3]=1[C:2]([F:12])([F:11])[F:1])[CH3:15]. (3) The product is: [C:23]1([C@@H:21]([CH3:22])[C:20]([NH:19][C:16]2[CH:15]=[CH:14][C:13]([CH:10]3[CH2:11][CH2:12][NH:8][CH2:9]3)=[CH:18][CH:17]=2)=[O:29])[CH:24]=[CH:25][CH:26]=[CH:27][CH:28]=1. Given the reactants C(OC([N:8]1[CH2:12][CH2:11][CH:10]([C:13]2[CH:18]=[CH:17][C:16]([NH:19][C:20](=[O:29])[C@@H:21]([C:23]3[CH:28]=[CH:27][CH:26]=[CH:25][CH:24]=3)[CH3:22])=[CH:15][CH:14]=2)[CH2:9]1)=O)(C)(C)C.Cl.[OH-].[Na+], predict the reaction product. (4) Given the reactants O.NN.[NH2:4][C:5]1[C:6]([C:23]2[O:27][C:26]([NH:28][C:29](=[O:42])[CH2:30][N:31]3C(=O)C4C(=CC=CC=4)C3=O)=[N:25][N:24]=2)=[N:7][C:8]([C:11]2[CH:16]=[CH:15][C:14]([S:17]([CH:20]([CH3:22])[CH3:21])(=[O:19])=[O:18])=[CH:13][CH:12]=2)=[CH:9][N:10]=1.C(Cl)Cl, predict the reaction product. The product is: [NH2:31][CH2:30][C:29]([NH:28][C:26]1[O:27][C:23]([C:6]2[C:5]([NH2:4])=[N:10][CH:9]=[C:8]([C:11]3[CH:12]=[CH:13][C:14]([S:17]([CH:20]([CH3:22])[CH3:21])(=[O:18])=[O:19])=[CH:15][CH:16]=3)[N:7]=2)=[N:24][N:25]=1)=[O:42]. (5) The product is: [F:25][C:6]1[CH:5]=[C:4]2[C:9]([CH:10]=[C:11]([C@@H:12]([N:14]3[C:15](=[O:24])[C:16]4[C:21](=[CH:20][CH:19]=[CH:18][CH:17]=4)[C:22]3=[O:23])[CH3:13])[C:2]([CH2:27][CH:28]([CH3:30])[CH3:29])=[N:3]2)=[CH:8][CH:7]=1. Given the reactants Cl[C:2]1[C:11]([C@@H:12]([N:14]2[C:22](=[O:23])[C:21]3[C:16](=[CH:17][CH:18]=[CH:19][CH:20]=3)[C:15]2=[O:24])[CH3:13])=[CH:10][C:9]2[C:4](=[CH:5][C:6]([F:25])=[CH:7][CH:8]=2)[N:3]=1.[Br-].[CH2:27]([Zn+])[CH:28]([CH3:30])[CH3:29].C1COCC1, predict the reaction product. (6) Given the reactants Cl.[O:2]1[C:8]2[CH:9]=[CH:10][C:11](OC(=O)C3C=CC=CC=3)=[CH:12][C:7]=2[CH2:6][NH:5][CH2:4][CH2:3]1.Cl[C:23]1[C:28]([CH2:29][C:30]2[CH:35]=[CH:34][C:33]([F:36])=[CH:32][CH:31]=2)=[C:27]([CH3:37])[N:26]=[CH:25][N:24]=1.[C:38](=[O:41])([O-])[O-].[K+].[K+].CN([CH:47]=[O:48])C, predict the reaction product. The product is: [F:36][C:33]1[CH:34]=[CH:35][C:30]([CH2:29][C:28]2[C:23]([N:5]3[CH2:6][C:7]4[CH:12]=[C:11]([C:7]5[CH:12]=[CH:11][C:10]([C:38]([O:48][CH3:47])=[O:41])=[CH:9][CH:8]=5)[CH:10]=[CH:9][C:8]=4[O:2][CH2:3][CH2:4]3)=[N:24][CH:25]=[N:26][C:27]=2[CH3:37])=[CH:31][CH:32]=1. (7) Given the reactants [I:1][C:2]1[CH:6]=[CH:5][NH:4][N:3]=1.[H-].[Na+].C[C:10]1[CH:17]=[C:16](F)[CH:15]=[CH:14][C:11]=1[C:12]#[N:13], predict the reaction product. The product is: [I:1][C:2]1[CH:6]=[CH:5][N:4]([C:16]2[CH:15]=[CH:14][C:11]([C:12]#[N:13])=[CH:10][CH:17]=2)[N:3]=1. (8) Given the reactants [Cl:1][C:2]1[CH:3]=[C:4]([NH:15][C:16]2[C:25]3[C:20](=[CH:21][CH:22]=[CH:23][C:24]=3[O:26][C@H:27](C)C(OC)=O)[N:19]=[CH:18][N:17]=2)[CH:5]=[CH:6][C:7]=1[O:8][C:9]1[CH:14]=[CH:13][CH:12]=[CH:11][N:10]=1.CCOC(/N=N/C(OCC)=O)=O, predict the reaction product. The product is: [Cl:1][C:2]1[CH:3]=[C:4]([NH:15][C:16]2[C:25]3[C:20](=[CH:21][CH:22]=[CH:23][C:24]=3[O:26][CH3:27])[N:19]=[CH:18][N:17]=2)[CH:5]=[CH:6][C:7]=1[O:8][C:9]1[CH:14]=[CH:13][CH:12]=[CH:11][N:10]=1. (9) Given the reactants [C:1]([O:9][CH2:10][CH3:11])(=[O:8])[C:2]1[CH:7]=[CH:6][N:5]=[CH:4][CH:3]=1.S(=O)(=O)(O)O.I[CH:18]1[CH2:21][O:20][CH2:19]1.OO, predict the reaction product. The product is: [O:20]1[CH2:21][CH:18]([C:4]2[CH:3]=[C:2]([CH:7]=[CH:6][N:5]=2)[C:1]([O:9][CH2:10][CH3:11])=[O:8])[CH2:19]1.